From a dataset of Full USPTO retrosynthesis dataset with 1.9M reactions from patents (1976-2016). Predict the reactants needed to synthesize the given product. Given the product [Cl:1][C:2]1[CH:7]=[CH:6][C:5]([CH3:8])=[CH:4][C:3]=1[NH:9][C:10]1[NH:11][C:12]2[C:18]3[CH2:19][C:20]([CH3:23])([CH3:22])[O:21][C:17]=3[C:16]([C:24]([NH:39][C:35]3[CH:36]=[CH:37][CH:38]=[C:33]([C:32]([F:31])([F:40])[F:41])[CH:34]=3)=[O:25])=[CH:15][C:13]=2[N:14]=1, predict the reactants needed to synthesize it. The reactants are: [Cl:1][C:2]1[CH:7]=[CH:6][C:5]([CH3:8])=[CH:4][C:3]=1[NH:9][C:10]1[NH:11][C:12]2[C:18]3[CH2:19][C:20]([CH3:23])([CH3:22])[O:21][C:17]=3[C:16]([C:24](O)=[O:25])=[CH:15][C:13]=2[N:14]=1.S(Cl)(Cl)=O.[F:31][C:32]([F:41])([F:40])[C:33]1[CH:34]=[C:35]([NH2:39])[CH:36]=[CH:37][CH:38]=1.CCN(C(C)C)C(C)C.